Dataset: Reaction yield outcomes from USPTO patents with 853,638 reactions. Task: Predict the reaction yield, written as a fraction of the theoretical maximum amount of product (1.0 means a 100% yield; for example, 0.34 means a 34% yield). The reactants are [N:1]1[C:10]2[CH:9]([NH:11][CH2:12][CH2:13][CH2:14][CH2:15][N:16]3C(=O)C4C(=CC=CC=4)C3=O)[CH2:8][CH2:7][CH2:6][C:5]=2[CH:4]=[CH:3][CH:2]=1.O.NN.C(OCC)C. The catalyst is C(O)C. The product is [N:1]1[C:10]2[CH:9]([NH:11][CH2:12][CH2:13][CH2:14][CH2:15][NH2:16])[CH2:8][CH2:7][CH2:6][C:5]=2[CH:4]=[CH:3][CH:2]=1. The yield is 0.740.